From a dataset of CYP2D6 inhibition data for predicting drug metabolism from PubChem BioAssay. Regression/Classification. Given a drug SMILES string, predict its absorption, distribution, metabolism, or excretion properties. Task type varies by dataset: regression for continuous measurements (e.g., permeability, clearance, half-life) or binary classification for categorical outcomes (e.g., BBB penetration, CYP inhibition). Dataset: cyp2d6_veith. (1) The compound is NC(=O)CNC(=O)[C@@H]1CC2(CC(c3ccccc3)=NO2)CN1C(=O)c1ccc(Br)cc1. The result is 0 (non-inhibitor). (2) The molecule is CS(=O)(=O)N(CC(=O)Nc1cccc(F)c1)c1cccc([N+](=O)[O-])c1. The result is 1 (inhibitor). (3) The result is 0 (non-inhibitor). The drug is CCCCCCN(CCCCCC)C(=O)Cc1c(-c2ccc(Cl)cc2)[nH]c2ccc(Cl)cc12. (4) The molecule is CC1(C)O[C@@H]2[C@@H](CO[C@@H]2c2[nH]nc3c(=O)[nH]c(=O)[nH]c23)O1. The result is 0 (non-inhibitor). (5) The drug is COc1ccc(C(=S)N(C)C)cc1OC. The result is 0 (non-inhibitor). (6) The drug is COC(=O)[C@@]1(Cc2ccc(F)cc2)[C@H]2c3cc(C(=O)N4CCCC4)n(CCO)c3C[C@H]2CN1C(=O)c1ccccc1. The result is 0 (non-inhibitor). (7) The compound is N#Cc1cccc(-c2nc(Nc3ccncc3)c3ccccc3n2)c1. The result is 0 (non-inhibitor). (8) The molecule is Clc1ccccc1-c1nc(-n2ccnc2)c2ccccc2n1. The result is 1 (inhibitor). (9) The molecule is CC(C)CN1CC2(CCN(C(=O)Oc3ccccc3)CC2)C1. The result is 0 (non-inhibitor). (10) The result is 0 (non-inhibitor). The compound is CCOc1ccccc1NC(=O)C1=C(C)NC(=O)NC1c1cccc(OC)c1OC.